From a dataset of Catalyst prediction with 721,799 reactions and 888 catalyst types from USPTO. Predict which catalyst facilitates the given reaction. The catalyst class is: 224. Reactant: [CH3:1][C:2]1[CH:13]=[CH:12][C:5]2[CH:6]=[C:7]([C:9]([OH:11])=[O:10])[O:8][C:4]=2[CH:3]=1.[Si](C=[N+]=[N-])(C)(C)[CH3:15]. Product: [CH3:1][C:2]1[CH:13]=[CH:12][C:5]2[CH:6]=[C:7]([C:9]([O:11][CH3:15])=[O:10])[O:8][C:4]=2[CH:3]=1.